This data is from Peptide-MHC class II binding affinity with 134,281 pairs from IEDB. The task is: Regression. Given a peptide amino acid sequence and an MHC pseudo amino acid sequence, predict their binding affinity value. This is MHC class II binding data. (1) The peptide sequence is QTLPAMCNVYIPPYCTIAPF. The MHC is DRB4_0101 with pseudo-sequence DRB4_0103. The binding affinity (normalized) is 0. (2) The peptide sequence is FDREFTFGWDELLSK. The MHC is HLA-DQA10102-DQB10502 with pseudo-sequence HLA-DQA10102-DQB10502. The binding affinity (normalized) is 0.722.